From a dataset of Reaction yield outcomes from USPTO patents with 853,638 reactions. Predict the reaction yield, written as a fraction of the theoretical maximum amount of product (1.0 means a 100% yield; for example, 0.34 means a 34% yield). (1) The reactants are [C:1]([Si:5]([O:8][CH:9]([CH2:12][CH2:13][C:14]1[S:18][C:17]2[CH:19]=[CH:20][CH:21]=[CH:22][C:16]=2[C:15]=1[Cl:23])[C:10]#[CH:11])([CH3:7])[CH3:6])([CH3:4])([CH3:3])[CH3:2].[I:24]N1C(=O)CCC1=O.C(=O)(O)[O-].[Na+]. The catalyst is ClCCl. The product is [C:1]([Si:5]([O:8][CH:9]([CH2:12][CH2:13][C:14]1[S:18][C:17]2[CH:19]=[CH:20][CH:21]=[CH:22][C:16]=2[C:15]=1[Cl:23])/[CH:10]=[CH:11]/[I:24])([CH3:6])[CH3:7])([CH3:4])([CH3:2])[CH3:3]. The yield is 0.860. (2) The yield is 0.370. The product is [F:1][C:2]1[C:3]([N:13]2[CH2:14][CH2:15][N:16]([CH2:20][C:21]([C:23]3[CH:24]=[CH:25][C:26]4[O:31][CH2:30][C:29](=[O:32])[N:28]([CH3:33])[C:27]=4[CH:34]=3)=[O:22])[CH2:17][CH2:18]2)=[C:4]2[C:9](=[CH:10][CH:11]=1)[N:8]=[C:7]([CH3:12])[CH:6]=[CH:5]2. No catalyst specified. The reactants are [F:1][C:2]1[C:3]([N:13]2[CH2:18][CH2:17][NH:16][CH2:15][CH2:14]2)=[C:4]2[C:9](=[CH:10][CH:11]=1)[N:8]=[C:7]([CH3:12])[CH:6]=[CH:5]2.Cl[CH2:20][C:21]([C:23]1[CH:24]=[CH:25][C:26]2[O:31][CH2:30][C:29](=[O:32])[N:28]([CH3:33])[C:27]=2[CH:34]=1)=[O:22]. (3) The product is [CH3:1][N:2]([S:21]([C:24]1[CH:29]=[CH:28][CH:27]=[CH:26][N:25]=1)(=[O:22])=[O:23])[C:3]1[CH:4]=[CH:5][CH:6]=[C:7]2[C:11]=1[NH:10][C:9]([C:12]1[S:13][CH:14]([CH2:17][C:18]([NH2:31])=[O:19])[CH2:15][N:16]=1)=[CH:8]2. The catalyst is C(OCC)(=O)C. The yield is 0.790. The reactants are [CH3:1][N:2]([S:21]([C:24]1[CH:29]=[CH:28][CH:27]=[CH:26][N:25]=1)(=[O:23])=[O:22])[C:3]1[CH:4]=[CH:5][CH:6]=[C:7]2[C:11]=1[NH:10][C:9]([C:12]1[S:13][CH:14]([CH2:17][C:18](O)=[O:19])[CH2:15][N:16]=1)=[CH:8]2.C[N:31](C)C=O.Cl.CN(C)CCCN=C=NCC. (4) The reactants are [N:1]1[CH:6]=[CH:5][CH:4]=[C:3]([S:7](Cl)(=[O:9])=[O:8])[CH:2]=1.Cl.[Br:12][C:13]1[CH:20]=[CH:19][C:16]([CH2:17][NH2:18])=[CH:15][CH:14]=1. No catalyst specified. The product is [Br:12][C:13]1[CH:20]=[CH:19][C:16]([CH2:17][NH:18][S:7]([C:3]2[CH:2]=[N:1][CH:6]=[CH:5][CH:4]=2)(=[O:9])=[O:8])=[CH:15][CH:14]=1. The yield is 0.840. (5) The reactants are [NH:1]([C:5]1[CH:10]=[CH:9][C:8]([OH:11])=[CH:7][CH:6]=1)C(C)=O.[C:12](=O)([O-:14])[O-:13].[K+].[K+].[Si](=O)=O.C(=O)=O. No catalyst specified. The product is [NH2:1][C:5]1[CH:6]=[C:7]([C:12]([OH:14])=[O:13])[C:8]([OH:11])=[CH:9][CH:10]=1. The yield is 0.880. (6) The reactants are [CH3:1][O:2][C:3]1[C:13]([N+:14]([O-:16])=[O:15])=[CH:12][C:6]2[CH2:7][CH2:8][NH:9][CH2:10][CH2:11][C:5]=2[CH:4]=1.Cl[CH2:18][CH2:19][NH:20][C:21](=[O:23])[CH3:22].[I-].[K+].C(=O)([O-])[O-].[K+].[K+]. The catalyst is CN1CCCC1=O. The product is [CH3:1][O:2][C:3]1[C:13]([N+:14]([O-:16])=[O:15])=[CH:12][C:6]2[CH2:7][CH2:8][N:9]([CH2:18][CH2:19][NH:20][C:21](=[O:23])[CH3:22])[CH2:10][CH2:11][C:5]=2[CH:4]=1. The yield is 0.150.